From a dataset of Catalyst prediction with 721,799 reactions and 888 catalyst types from USPTO. Predict which catalyst facilitates the given reaction. (1) Reactant: [Cl:1][C:2]1[CH:7]=[CH:6][N:5]=[C:4]([CH2:8][NH:9][C:10]2[O:11][C:12]3[C:18]([O:19][CH3:20])=[CH:17][C:16]([C:21]([OH:23])=O)=[CH:15][C:13]=3[N:14]=2)[CH:3]=1.[CH3:24][CH:25]1[CH2:30][NH:29][CH:28]([CH:31]2[CH2:34][CH:33]([OH:35])[CH2:32]2)[CH2:27][O:26]1.C(N(CC)C(C)C)(C)C.CN(C(ON1N=NC2C=CC=NC1=2)=[N+](C)C)C.F[P-](F)(F)(F)(F)F. Product: [Cl:1][C:2]1[CH:7]=[CH:6][N:5]=[C:4]([CH2:8][NH:9][C:10]2[O:11][C:12]3[C:18]([O:19][CH3:20])=[CH:17][C:16]([C:21]([N:29]4[CH:28]([CH:31]5[CH2:32][CH:33]([OH:35])[CH2:34]5)[CH2:27][O:26][CH:25]([CH3:24])[CH2:30]4)=[O:23])=[CH:15][C:13]=3[N:14]=2)[CH:3]=1. The catalyst class is: 9. (2) Reactant: [NH2:1][C:2]1[C:3]([N+:12]([O-])=O)=[C:4]([CH:8]=[CH:9][C:10]=1[CH3:11])[C:5]([OH:7])=[O:6].[CH:15](O)=O. Product: [CH3:11][C:10]1[C:2]2[NH:1][CH:15]=[N:12][C:3]=2[C:4]([C:5]([OH:7])=[O:6])=[CH:8][CH:9]=1. The catalyst class is: 45. (3) Reactant: [H-].[Na+].[CH3:3][O:4][C:5](=[O:25])[CH:6]([C:18]1[CH:23]=[CH:22][C:21]([OH:24])=[CH:20][CH:19]=1)[CH2:7][C:8]1[CH:13]=[C:12]([O:14][CH3:15])[CH:11]=[C:10]([O:16][CH3:17])[CH:9]=1.F[C:27]1[CH:34]=[CH:33][C:30]([CH:31]=[O:32])=[CH:29][CH:28]=1.O. Product: [CH3:3][O:4][C:5](=[O:25])[CH:6]([C:18]1[CH:19]=[CH:20][C:21]([O:24][C:27]2[CH:34]=[CH:33][C:30]([CH:31]=[O:32])=[CH:29][CH:28]=2)=[CH:22][CH:23]=1)[CH2:7][C:8]1[CH:9]=[C:10]([O:16][CH3:17])[CH:11]=[C:12]([O:14][CH3:15])[CH:13]=1. The catalyst class is: 3. (4) Reactant: [CH2:1]([C@H:8]1[N:13]([C:14]([C:16]2[N:17]=[CH:18][N:19]([C@H:27]3[CH2:32][CH2:31][CH2:30][CH2:29][C@@H:28]3[OH:33])[C:20]=2[C:21]2[CH:26]=[CH:25][CH:24]=[CH:23][CH:22]=2)=[O:15])[CH2:12][CH2:11][N:10]([C:34]([O:36][C:37]([CH3:40])([CH3:39])[CH3:38])=[O:35])[CH2:9]1)[C:2]1[CH:7]=[CH:6][CH:5]=[CH:4][CH:3]=1.[N+:41]([C:44]1[CH:52]=[CH:51][C:47]([C:48](O)=[O:49])=[CH:46][CH:45]=1)([O-:43])=[O:42].C1C=CC(P(C2C=CC=CC=2)C2C=CC=CC=2)=CC=1. Product: [CH2:1]([C@H:8]1[N:13]([C:14]([C:16]2[N:17]=[CH:18][N:19]([C@H:27]3[CH2:32][CH2:31][CH2:30][CH2:29][C@H:28]3[O:33][C:48](=[O:49])[C:47]3[CH:46]=[CH:45][C:44]([N+:41]([O-:43])=[O:42])=[CH:52][CH:51]=3)[C:20]=2[C:21]2[CH:26]=[CH:25][CH:24]=[CH:23][CH:22]=2)=[O:15])[CH2:12][CH2:11][N:10]([C:34]([O:36][C:37]([CH3:40])([CH3:39])[CH3:38])=[O:35])[CH2:9]1)[C:2]1[CH:3]=[CH:4][CH:5]=[CH:6][CH:7]=1. The catalyst class is: 1. (5) Reactant: CN1C(=O)CCC1.[OH:8][C:9]1[CH:14]=[CH:13][C:12]([CH2:15][CH2:16][NH:17][C:18]2[N:23]=[C:22](S(C)=O)[C:21]([C:27]([NH2:29])=[O:28])=[CH:20][N:19]=2)=[CH:11][CH:10]=1.[CH:30]1([NH2:36])[CH2:35][CH2:34][CH2:33][CH2:32][CH2:31]1.C(N(C(C)C)CC)(C)C. Product: [OH:8][C:9]1[CH:14]=[CH:13][C:12]([CH2:15][CH2:16][NH:17][C:18]2[N:23]=[C:22]([NH:36][CH:30]3[CH2:35][CH2:34][CH2:33][CH2:32][CH2:31]3)[C:21]([C:27]([NH2:29])=[O:28])=[CH:20][N:19]=2)=[CH:11][CH:10]=1. The catalyst class is: 6.